Dataset: Reaction yield outcomes from USPTO patents with 853,638 reactions. Task: Predict the reaction yield, written as a fraction of the theoretical maximum amount of product (1.0 means a 100% yield; for example, 0.34 means a 34% yield). (1) The reactants are [CH3:1][C:2]([CH3:10])([C:4](=[O:9])[CH2:5][C:6](=O)[CH3:7])[CH3:3].S([O-])([O-])(=O)=O.[Na+].[Na+].[CH:18]([NH2:22])([CH2:20][CH3:21])[CH3:19]. The product is [CH3:1][C:2]([CH3:10])([C:4](=[O:9])[CH2:5][CH:6]([NH:22][CH:18]([CH2:20][CH3:21])[CH3:19])[CH3:7])[CH3:3]. The yield is 0.710. The catalyst is C1(C)C=CC=CC=1. (2) The reactants are C(=O)(OCC)[O:2][C:3]1[CH:8]=[C:7]([N+:9]([O-:11])=[O:10])[C:6]([CH3:12])=[CH:5][C:4]=1[CH:13]1[CH:20]2[CH2:21][CH:16]3[CH2:17][CH:18]([CH2:22][CH:14]1[CH2:15]3)[CH2:19]2.N1CCCCC1. The catalyst is C(Cl)Cl. The product is [CH:14]12[CH2:15][CH:16]3[CH2:17][CH:18]([CH2:19][CH:20]([CH2:21]3)[CH:13]1[C:4]1[CH:5]=[C:6]([CH3:12])[C:7]([N+:9]([O-:11])=[O:10])=[CH:8][C:3]=1[OH:2])[CH2:22]2. The yield is 0.770.